Dataset: Full USPTO retrosynthesis dataset with 1.9M reactions from patents (1976-2016). Task: Predict the reactants needed to synthesize the given product. (1) Given the product [C:1]([C:5]1[S:9][C:8]([C:10]([N:15]([O:16][CH3:17])[CH3:14])=[O:12])=[N:7][CH:6]=1)([CH3:4])([CH3:3])[CH3:2], predict the reactants needed to synthesize it. The reactants are: [C:1]([C:5]1[S:9][C:8]([C:10]([OH:12])=O)=[N:7][CH:6]=1)([CH3:4])([CH3:3])[CH3:2].Cl.[CH3:14][NH:15][O:16][CH3:17].CCN=C=NCCCN(C)C.Cl.C1C=CC2N(O)N=NC=2C=1. (2) The reactants are: [CH:1]1([NH:4][C:5](=[O:39])[CH2:6][O:7][C:8]2[CH:9]=[C:10]([S:14]([N:17]3[C:21]([C:22]4[CH:27]=[CH:26][CH:25]=[CH:24][C:23]=4[F:28])=[CH:20][C:19]([CH2:29][N:30](C)[C:31](=O)OC(C)(C)C)=[CH:18]3)(=[O:16])=[O:15])[CH:11]=[CH:12][CH:13]=2)[CH2:3][CH2:2]1.FC(F)(F)C(O)=O. Given the product [CH:1]1([NH:4][C:5](=[O:39])[CH2:6][O:7][C:8]2[CH:13]=[CH:12][CH:11]=[C:10]([S:14]([N:17]3[CH:18]=[C:19]([CH2:29][NH:30][CH3:31])[CH:20]=[C:21]3[C:22]3[CH:27]=[CH:26][CH:25]=[CH:24][C:23]=3[F:28])(=[O:16])=[O:15])[CH:9]=2)[CH2:2][CH2:3]1, predict the reactants needed to synthesize it. (3) Given the product [Br:9][C:10]1[CH:15]=[CH:14][C:13]([NH:16][C:4](=[O:5])[CH2:3][C:2]([CH3:8])([CH3:7])[CH3:1])=[C:12]([CH3:17])[CH:11]=1, predict the reactants needed to synthesize it. The reactants are: [CH3:1][C:2]([CH3:8])([CH3:7])[CH2:3][C:4](Cl)=[O:5].[Br:9][C:10]1[CH:15]=[CH:14][C:13]([NH2:16])=[C:12]([CH3:17])[CH:11]=1.O. (4) Given the product [CH2:1]([N:8]1[CH2:13][CH2:12][CH:11]([N:15]([CH3:16])[CH2:17][C:18]([OH:20])=[O:19])[CH2:10][CH2:9]1)[C:2]1[CH:7]=[CH:6][CH:5]=[CH:4][CH:3]=1, predict the reactants needed to synthesize it. The reactants are: [CH2:1]([N:8]1[CH2:13][CH2:12][C:11](=O)[CH2:10][CH2:9]1)[C:2]1[CH:7]=[CH:6][CH:5]=[CH:4][CH:3]=1.[NH:15]([CH2:17][C:18]([OH:20])=[O:19])[CH3:16].C(O)(=O)C. (5) Given the product [F:11][CH:12]1[CH2:15][N:14]([C:7]([C:5]2[CH:4]=[N:3][N:2]([CH3:1])[CH:6]=2)=[O:9])[CH2:13]1, predict the reactants needed to synthesize it. The reactants are: [CH3:1][N:2]1[CH:6]=[C:5]([C:7]([OH:9])=O)[CH:4]=[N:3]1.Cl.[F:11][CH:12]1[CH2:15][NH:14][CH2:13]1. (6) Given the product [S:4]1[CH:5]=[CH:6][C:2]([NH:1][CH:19]=[C:20]([C:21]([O:23][CH2:24][CH3:25])=[O:22])[C:26]([O:28][CH2:29][CH3:30])=[O:27])=[CH:3]1, predict the reactants needed to synthesize it. The reactants are: [NH2:1][C:2]1[CH:6]=[CH:5][S:4][C:3]=1C(OC)=O.[OH-].[Na+].C(O)C.C(O[CH:19]=[C:20]([C:26]([O:28][CH2:29][CH3:30])=[O:27])[C:21]([O:23][CH2:24][CH3:25])=[O:22])C.